Dataset: CYP2C19 inhibition data for predicting drug metabolism from PubChem BioAssay. Task: Regression/Classification. Given a drug SMILES string, predict its absorption, distribution, metabolism, or excretion properties. Task type varies by dataset: regression for continuous measurements (e.g., permeability, clearance, half-life) or binary classification for categorical outcomes (e.g., BBB penetration, CYP inhibition). Dataset: cyp2c19_veith. (1) The result is 1 (inhibitor). The drug is CN(C/C=C\c1ccccc1)Cc1cccc2ccccc12. (2) The drug is CN[C@@H]1[C@H](O[C@@H]2O[C@H](CO)[C@@H](N)[C@H](O)[C@@H]2O)O[C@H]2C[C@@H](N)[C@@H](O[C@@H]3[C@@H](N)C[C@@H](N)[C@@H](O)[C@@H]3O)O[C@H]2[C@H]1O. The result is 0 (non-inhibitor). (3) The drug is CC(C)(N)CO[C@H]1C[C@H]2CC[C@@]1(C)C2(C)C. The result is 0 (non-inhibitor). (4) The molecule is COc1c2ccoc2nc2c(OC)c(OC[C@H](O)C(C)(C)O)ccc12. The result is 0 (non-inhibitor).